This data is from Reaction yield outcomes from USPTO patents with 853,638 reactions. The task is: Predict the reaction yield, written as a fraction of the theoretical maximum amount of product (1.0 means a 100% yield; for example, 0.34 means a 34% yield). (1) The reactants are [CH:1]([N-]C(C)C)([CH3:3])[CH3:2].[Li+].[CH3:9][O:10][C:11]([C:13]1([CH:20]([O:27][Si:28]([C:31]([CH3:34])([CH3:33])[CH3:32])([CH3:30])[CH3:29])[CH:21]2[CH2:26][CH2:25][CH2:24][CH2:23][CH2:22]2)[C:17]([CH3:18])=[CH:16][C:15](=[O:19])[NH:14]1)=[O:12].Cl[Si](C)(C)C.C(Br)C=C. The catalyst is O1CCCC1. The product is [CH3:9][O:10][C:11]([C:13]1([CH:20]([O:27][Si:28]([C:31]([CH3:34])([CH3:33])[CH3:32])([CH3:29])[CH3:30])[CH:21]2[CH2:26][CH2:25][CH2:24][CH2:23][CH2:22]2)[C:17](=[CH2:18])[CH:16]([CH2:3][CH:1]=[CH2:2])[C:15](=[O:19])[NH:14]1)=[O:12]. The yield is 0.460. (2) The reactants are [F:1][C:2]1[CH:3]=[CH:4][C:5]([C:8]([NH:10][C:11](=[O:13])[CH3:12])=[CH2:9])=[N:6][CH:7]=1. The catalyst is CO. The product is [F:1][C:2]1[CH:3]=[CH:4][C:5]([C@H:8]([NH:10][C:11](=[O:13])[CH3:12])[CH3:9])=[N:6][CH:7]=1. The yield is 0.920. (3) The reactants are [CH3:1][C:2]1[CH:3]=[CH:4][C:5]([N+:11]([O-])=O)=[C:6]([CH:10]=1)[C:7]([OH:9])=[O:8]. The catalyst is C(O)C.[Pd]. The product is [NH2:11][C:5]1[CH:4]=[CH:3][C:2]([CH3:1])=[CH:10][C:6]=1[C:7]([OH:9])=[O:8]. The yield is 0.960. (4) The reactants are Cl.[CH2:2]([C:4]([S:30]([CH3:33])(=[O:32])=[O:31])([CH2:15][CH2:16][N:17]1[CH:22]=[CH:21][C:20]([C:23]2[CH:28]=[CH:27][CH:26]=[CH:25][CH:24]=2)=[CH:19][C:18]1=[O:29])[C:5]([NH:7][O:8]C1CCCCO1)=[O:6])[CH3:3]. The catalyst is ClCCl.CO. The product is [CH2:2]([C:4]([S:30]([CH3:33])(=[O:32])=[O:31])([CH2:15][CH2:16][N:17]1[CH:22]=[CH:21][C:20]([C:23]2[CH:28]=[CH:27][CH:26]=[CH:25][CH:24]=2)=[CH:19][C:18]1=[O:29])[C:5]([NH:7][OH:8])=[O:6])[CH3:3]. The yield is 0.270. (5) The reactants are [C:1]1([C:7]2[NH:11][CH:10]=[C:9]([C:12](OCC)=[O:13])[CH:8]=2)[CH:6]=[CH:5][CH:4]=[CH:3][CH:2]=1.[H-].C([Al+]CC(C)C)C(C)C.O. The catalyst is O1CCCC1.C1(C)C=CC=CC=1. The product is [C:1]1([C:7]2[NH:11][CH:10]=[C:9]([CH2:12][OH:13])[CH:8]=2)[CH:6]=[CH:5][CH:4]=[CH:3][CH:2]=1. The yield is 0.870. (6) No catalyst specified. The yield is 0.160. The product is [CH2:28]([C:25]1[CH:24]=[CH:23][C:22]([CH2:36][N:6]2[CH2:5][CH2:4][N:3]([CH2:7][C:8]([O:10][C:11]([CH3:14])([CH3:13])[CH3:12])=[O:9])[C:2]2=[O:1])=[CH:27][CH:26]=1)[CH2:29][CH2:30][CH2:31][CH2:32][CH2:33][CH2:34][CH3:35]. The reactants are [O:1]=[C:2]1[NH:6][CH2:5][CH2:4][N:3]1[CH2:7][C:8]([O:10][C:11]([CH3:14])([CH3:13])[CH3:12])=[O:9].N1C(CN[C:22]2[CH:27]=[CH:26][C:25]([CH2:28][CH2:29][CH2:30][CH2:31][CH2:32][CH2:33][CH2:34][CH3:35])=[CH:24][CH:23]=2)=NN=N1.[CH3:36]N(C=O)C. (7) The reactants are [CH2:1]([O:8][C@H:9]1[C@H:15]([O:16][CH2:17][C:18]2[CH:23]=[CH:22][CH:21]=[CH:20][CH:19]=2)[C@@H:14]([O:24][CH2:25][C:26]2[CH:31]=[CH:30][CH:29]=[CH:28][CH:27]=2)[C@:13]2([C:33]3[CH:38]=[CH:37][C:36]([Cl:39])=[C:35]([CH2:40][C:41]4[CH:46]=[CH:45][C:44]([O:47][CH2:48][CH3:49])=[C:43]([F:50])[CH:42]=4)[CH:34]=3)[O:32][C@@:10]1([CH:51]=[O:52])[CH2:11][O:12]2)[C:2]1[CH:7]=[CH:6][CH:5]=[CH:4][CH:3]=1.[CH3:53][Mg]Br. The catalyst is O1CCCC1. The product is [CH2:1]([O:8][C@H:9]1[C@H:15]([O:16][CH2:17][C:18]2[CH:19]=[CH:20][CH:21]=[CH:22][CH:23]=2)[C@@H:14]([O:24][CH2:25][C:26]2[CH:31]=[CH:30][CH:29]=[CH:28][CH:27]=2)[C@:13]2([C:33]3[CH:38]=[CH:37][C:36]([Cl:39])=[C:35]([CH2:40][C:41]4[CH:46]=[CH:45][C:44]([O:47][CH2:48][CH3:49])=[C:43]([F:50])[CH:42]=4)[CH:34]=3)[O:32][C@@:10]1([CH:51]([OH:52])[CH3:53])[CH2:11][O:12]2)[C:2]1[CH:3]=[CH:4][CH:5]=[CH:6][CH:7]=1. The yield is 0.704. (8) The reactants are [CH3:1][NH:2][S:3]([CH2:6][CH2:7][C:8]1[CH:13]=[CH:12][C:11]([NH2:14])=[C:10]([C:15]2[CH2:20][CH2:19][C:18]([CH3:22])([CH3:21])[CH2:17][CH:16]=2)[CH:9]=1)(=[O:5])=[O:4].C1CN([P+](Br)(N2CCCC2)N2CCCC2)CC1.F[P-](F)(F)(F)(F)F.[K+].[C:48]([C:50]1[N:51]=[C:52]([C:63]([O-])=[O:64])[N:53]([CH2:55][O:56][CH2:57][CH2:58][Si:59]([CH3:62])([CH3:61])[CH3:60])[CH:54]=1)#[N:49].CCN(C(C)C)C(C)C. The catalyst is C(Cl)Cl. The product is [CH3:21][C:18]1([CH3:22])[CH2:19][CH2:20][C:15]([C:10]2[CH:9]=[C:8]([CH2:7][CH2:6][S:3](=[O:4])(=[O:5])[NH:2][CH3:1])[CH:13]=[CH:12][C:11]=2[NH:14][C:63]([C:52]2[N:53]([CH2:55][O:56][CH2:57][CH2:58][Si:59]([CH3:62])([CH3:61])[CH3:60])[CH:54]=[C:50]([C:48]#[N:49])[N:51]=2)=[O:64])=[CH:16][CH2:17]1. The yield is 0.830. (9) The reactants are [I:1][C:2]1[S:6][C:5]([CH2:7][O:8][CH2:9][CH2:10][CH2:11][CH2:12][CH2:13][C:14]([OH:16])=[O:15])=[CH:4][CH:3]=1.[CH2:17]=[CH:18][CH:19](O)[CH:20]=[CH2:21].C1(N=C=NC2CCCCC2)CCCCC1. The catalyst is CN(C)C1C=CN=CC=1.C(Cl)Cl. The product is [CH:18]([CH:19]([O:15][C:14](=[O:16])[CH2:13][CH2:12][CH2:11][CH2:10][CH2:9][O:8][CH2:7][C:5]1[S:6][C:2]([I:1])=[CH:3][CH:4]=1)[CH:20]=[CH2:21])=[CH2:17]. The yield is 0.770.